Dataset: Forward reaction prediction with 1.9M reactions from USPTO patents (1976-2016). Task: Predict the product of the given reaction. Given the reactants [O-:1][S:2]([O-:5])(=[O:4])=[O:3].[O:6]=[Ti+2:7].OO.O.N.[OH-].[Ti+4].[OH-].[OH-].[OH-], predict the reaction product. The product is: [O-:4][S:2]([O-:5])(=[O:3])=[O:1].[O:6]=[Ti+2:7].[O-2:1].[Ti+4:7].[O-2:1].